From a dataset of Peptide-MHC class II binding affinity with 134,281 pairs from IEDB. Regression. Given a peptide amino acid sequence and an MHC pseudo amino acid sequence, predict their binding affinity value. This is MHC class II binding data. (1) The peptide sequence is SEFENDEHIILYLVN. The MHC is DRB3_0101 with pseudo-sequence DRB3_0101. The binding affinity (normalized) is 0.852. (2) The peptide sequence is LHFSEALRIIAGTPE. The MHC is DRB1_0405 with pseudo-sequence DRB1_0405. The binding affinity (normalized) is 0.663. (3) The peptide sequence is WGAIWRIDTP. The MHC is DRB1_0301 with pseudo-sequence DRB1_0301. The binding affinity (normalized) is 0.297. (4) The peptide sequence is QASPDLLRGLLSTFI. The MHC is DRB1_0101 with pseudo-sequence DRB1_0101. The binding affinity (normalized) is 0.517. (5) The peptide sequence is EGKVVQYENLKYTVI. The MHC is DRB1_0101 with pseudo-sequence DRB1_0101. The binding affinity (normalized) is 0.363. (6) The peptide sequence is IGNTVTPTVTFTMDGDK. The MHC is DRB1_1101 with pseudo-sequence DRB1_1101. The binding affinity (normalized) is 0.0680. (7) The peptide sequence is IRYPLTFGWCFKLVPVDPREVEEA. The MHC is HLA-DQA10401-DQB10402 with pseudo-sequence HLA-DQA10401-DQB10402. The binding affinity (normalized) is 0.234. (8) The peptide sequence is VILTDGPERVILAGP. The MHC is DRB1_0301 with pseudo-sequence DRB1_0301. The binding affinity (normalized) is 0.609. (9) The peptide sequence is LLNEFNNLYADKVSV. The MHC is DRB3_0101 with pseudo-sequence DRB3_0101. The binding affinity (normalized) is 0.422. (10) The peptide sequence is PPPPQLGASPYKLGP. The MHC is DRB1_0405 with pseudo-sequence DRB1_0405. The binding affinity (normalized) is 0.199.